This data is from Reaction yield outcomes from USPTO patents with 853,638 reactions. The task is: Predict the reaction yield, written as a fraction of the theoretical maximum amount of product (1.0 means a 100% yield; for example, 0.34 means a 34% yield). (1) The reactants are [F:1][C:2]([F:23])([F:22])[O:3][C:4]1[CH:9]=[CH:8][C:7]([N:10]2[CH:14]=[N:13][C:12]([C:15]3[CH:21]=[CH:20][C:18]([NH2:19])=[CH:17][CH:16]=3)=[N:11]2)=[CH:6][CH:5]=1.[C:24](OC(C)(C)C)(=[O:29])[CH2:25][C:26]([CH3:28])=[O:27]. The catalyst is C1(C)C=CC=CC=1. The product is [O:27]=[C:26]([CH3:28])[CH2:25][C:24]([NH:19][C:18]1[CH:20]=[CH:21][C:15]([C:12]2[N:13]=[CH:14][N:10]([C:7]3[CH:6]=[CH:5][C:4]([O:3][C:2]([F:1])([F:22])[F:23])=[CH:9][CH:8]=3)[N:11]=2)=[CH:16][CH:17]=1)=[O:29]. The yield is 0.890. (2) The reactants are [C:1]([C:3]1[C:7]([CH3:8])=[C:6]([CH3:9])[S:5][C:4]=1[NH:10][C:11]([NH:13]C(=O)C1C=CC=CC=1)=[S:12])#[N:2].[OH-].[Na+]. The catalyst is CCO. The product is [NH2:2][C:1]1[C:3]2[C:7]([CH3:8])=[C:6]([CH3:9])[S:5][C:4]=2[NH:10][C:11](=[S:12])[N:13]=1. The yield is 0.870.